This data is from Full USPTO retrosynthesis dataset with 1.9M reactions from patents (1976-2016). The task is: Predict the reactants needed to synthesize the given product. (1) Given the product [CH2:1]([O:3][C:4](=[O:14])[CH:5]([C:8]1[CH:9]=[N:10][CH:11]=[CH:12][CH:13]=1)[CH:6]=[N:22][NH:21][C:16]1[CH:17]=[CH:18][CH:19]=[CH:20][N:15]=1)[CH3:2], predict the reactants needed to synthesize it. The reactants are: [CH2:1]([O:3][C:4](=[O:14])[C:5]([C:8]1[CH:9]=[N:10][CH:11]=[CH:12][CH:13]=1)=[CH:6]O)[CH3:2].[N:15]1[CH:20]=[CH:19][CH:18]=[CH:17][C:16]=1[NH:21][NH2:22]. (2) Given the product [NH2:58][C:54]1[CH:53]=[C:52]([N:59]2[CH2:60][CH2:61][N:62]([C:10]([NH:9][C@H:8]3[CH2:7][CH2:6][CH2:5][CH2:4][N:3]([C:17]([NH:19][CH2:20][CH2:21][CH3:22])=[O:18])[C:2]3=[O:1])=[O:16])[CH2:63][CH2:64]2)[C:51]2[C:56](=[CH:57][C:48]([Cl:47])=[CH:49][CH:50]=2)[N:55]=1, predict the reactants needed to synthesize it. The reactants are: [O:1]=[C:2]1[C@H:8]([NH:9][C:10](=[O:16])OC(C)(C)C)[CH2:7][CH2:6][CH2:5][CH2:4][N:3]1[C:17]([NH:19][CH2:20][CH2:21][CH3:22])=[O:18].C(O)(C(F)(F)F)=O.ClC(Cl)(OC(=O)OC(Cl)(Cl)Cl)Cl.C([O-])(O)=O.[Na+].[Cl:47][C:48]1[CH:57]=[C:56]2[C:51]([C:52]([N:59]3[CH2:64][CH2:63][NH:62][CH2:61][CH2:60]3)=[CH:53][C:54]([NH2:58])=[N:55]2)=[CH:50][CH:49]=1. (3) Given the product [C:16]([NH:15][CH2:14][CH2:13][CH:9]1[C:10]2[C:6](=[CH:5][CH:4]=[C:3]([NH:2][C:31](=[O:32])[CH2:30][CH2:29][CH2:28][CH2:27][O:26][CH2:19][C:20]3[CH:25]=[CH:24][CH:23]=[CH:22][CH:21]=3)[C:11]=2[OH:12])[CH2:7][CH2:8]1)(=[O:18])[CH3:17], predict the reactants needed to synthesize it. The reactants are: Cl.[NH2:2][C:3]1[C:11]([OH:12])=[C:10]2[C:6]([CH2:7][CH2:8][CH:9]2[CH2:13][CH2:14][NH:15][C:16](=[O:18])[CH3:17])=[CH:5][CH:4]=1.[CH2:19]([O:26][CH2:27][CH2:28][CH2:29][CH2:30][C:31](Cl)=[O:32])[C:20]1[CH:25]=[CH:24][CH:23]=[CH:22][CH:21]=1. (4) Given the product [O:1]1[C:5]2([CH2:10][CH2:9][CH:8]([O:11][S:12]([C:15]3[CH:21]=[CH:20][C:18]([CH3:19])=[CH:17][CH:16]=3)(=[O:14])=[O:13])[CH2:7][CH2:6]2)[O:4][CH2:3][CH2:2]1, predict the reactants needed to synthesize it. The reactants are: [O:1]1[C:5]2([CH2:10][CH2:9][CH:8]([OH:11])[CH2:7][CH2:6]2)[O:4][CH2:3][CH2:2]1.[S:12](Cl)([C:15]1[CH:21]=[CH:20][C:18]([CH3:19])=[CH:17][CH:16]=1)(=[O:14])=[O:13]. (5) Given the product [C:30]12[CH:29]=[C:28]3[N:50]=[C:47]([CH:48]=[CH:27]3)[CH:46]=[C:45]3[NH:51][C:42]([CH:43]=[CH:44]3)=[CH:41][C:39]3=[N:40][C:36]([CH:37]=[CH:38]3)=[CH:35][C:33]([NH:34]1)=[CH:32][CH:31]=2, predict the reactants needed to synthesize it. The reactants are: CN(C(ON1N=NC2C=CC=NC1=2)=[N+](C)C)C.F[P-](F)(F)(F)(F)F.CC[C:27]1[C:48](C)=[C:47]2[NH:50][C:28]=1[CH:29]=[C:30]1[N:34]=[C:33]3[C:35](C(OC(=O)[C:32]3=[C:31]1C)=O)=[C:36]1[N:40]=[C:39]([CH:41]=[C:42]3[NH:51][C:45](=[CH:46]2)[C:44](C=C)=[C:43]3C)[C@@H:38](C)[C@@H:37]1CCC(O)=O.CS(C)=O.CCN(C(C)C)C(C)C.